From a dataset of Peptide-MHC class I binding affinity with 185,985 pairs from IEDB/IMGT. Regression. Given a peptide amino acid sequence and an MHC pseudo amino acid sequence, predict their binding affinity value. This is MHC class I binding data. (1) The peptide sequence is KMSEYKGPV. The MHC is HLA-B40:01 with pseudo-sequence HLA-B40:01. The binding affinity (normalized) is 0.0847. (2) The peptide sequence is FLLNKEMYL. The MHC is HLA-A68:02 with pseudo-sequence HLA-A68:02. The binding affinity (normalized) is 0.132. (3) The peptide sequence is YLYLRPYAL. The MHC is HLA-C12:03 with pseudo-sequence HLA-C12:03. The binding affinity (normalized) is 0.689. (4) The peptide sequence is FLRGRAYGI. The MHC is HLA-B07:02 with pseudo-sequence HLA-B07:02. The binding affinity (normalized) is 0.180. (5) The peptide sequence is EASTWLDIF. The MHC is HLA-B18:01 with pseudo-sequence HLA-B18:01. The binding affinity (normalized) is 0.0847. (6) The MHC is HLA-A69:01 with pseudo-sequence HLA-A69:01. The peptide sequence is SMHYKLDEV. The binding affinity (normalized) is 0.0847. (7) The peptide sequence is SIINRDIIV. The MHC is HLA-A02:01 with pseudo-sequence HLA-A02:01. The binding affinity (normalized) is 0.395. (8) The peptide sequence is RENANQLVV. The MHC is HLA-B40:01 with pseudo-sequence HLA-B40:01. The binding affinity (normalized) is 0.523.